Predict the product of the given reaction. From a dataset of Forward reaction prediction with 1.9M reactions from USPTO patents (1976-2016). (1) Given the reactants C[Si]([N-][Si](C)(C)C)(C)C.[Na+].[C:11]([O:15][C:16]([N:18]1[CH2:24][CH2:23][C:22]2[C:25]([S:30][CH2:31][C:32]#[N:33])=[C:26]([Cl:29])[CH:27]=[CH:28][C:21]=2[CH2:20][CH2:19]1)=[O:17])([CH3:14])([CH3:13])[CH3:12].Br[CH2:35][CH2:36]Br.CN(C=O)C, predict the reaction product. The product is: [C:11]([O:15][C:16]([N:18]1[CH2:24][CH2:23][C:22]2[C:25]([S:30][C:31]3([C:32]#[N:33])[CH2:36][CH2:35]3)=[C:26]([Cl:29])[CH:27]=[CH:28][C:21]=2[CH2:20][CH2:19]1)=[O:17])([CH3:14])([CH3:13])[CH3:12]. (2) Given the reactants [CH3:1][C:2]1[CH:7]=[CH:6][CH:5]=[CH:4][C:3]=1[CH:8]([NH:12][C:13]([NH:15][C:16]1[CH:21]=[CH:20][C:19]([Cl:22])=[CH:18][CH:17]=1)=[O:14])[C:9]([OH:11])=O.[O:23]1[CH2:27][CH2:26][N:25]([C:28]([C:30]2[CH:35]=[CH:34][C:33]([NH2:36])=[CH:32][CH:31]=2)=[O:29])[CH2:24]1.C(Cl)CCl, predict the reaction product. The product is: [O:23]1[CH2:27][CH2:26][N:25]([C:28]([C:30]2[CH:35]=[CH:34][C:33]([NH:36][C:9](=[O:11])[CH:8]([C:3]3[CH:4]=[CH:5][CH:6]=[CH:7][C:2]=3[CH3:1])[NH:12][C:13]([NH:15][C:16]3[CH:21]=[CH:20][C:19]([Cl:22])=[CH:18][CH:17]=3)=[O:14])=[CH:32][CH:31]=2)=[O:29])[CH2:24]1. (3) Given the reactants C[O:2][C:3](=[O:21])[CH2:4][CH2:5][C:6]1[CH:11]=[CH:10][C:9]([O:12][C:13]2[CH:18]=[CH:17][C:16](Br)=[CH:15][CH:14]=2)=[CH:8][C:7]=1[CH3:20].[Cl:22][C:23]1[CH:28]=[CH:27][C:26]([OH:29])=[C:25]([O:30][C:31]2[CH:36]=[CH:35][CH:34]=[CH:33][CH:32]=2)[CH:24]=1, predict the reaction product. The product is: [Cl:22][C:23]1[CH:28]=[CH:27][C:26]([O:29][C:16]2[CH:17]=[CH:18][C:13]([O:12][C:9]3[CH:10]=[CH:11][C:6]([CH2:5][CH2:4][C:3]([OH:2])=[O:21])=[C:7]([CH3:20])[CH:8]=3)=[CH:14][CH:15]=2)=[C:25]([O:30][C:31]2[CH:36]=[CH:35][CH:34]=[CH:33][CH:32]=2)[CH:24]=1. (4) Given the reactants C[O:2][C:3]([C@@H:5]1[C:11]2[CH:12]=[C:13]([Cl:16])[CH:14]=[CH:15][C:10]=2[O:9][C:8]2[CH:17]=[CH:18][CH:19]=[CH:20][C:7]=2[C@H:6]1[CH2:21][N+:22]([O-])=O)=O.[H-].[H-].[H-].[H-].[Li+].[Al+3].C1COCC1.C1(C)C=CC=CC=1, predict the reaction product. The product is: [NH2:22][CH2:21][C@H:6]1[C@H:5]([CH2:3][OH:2])[C:11]2[CH:12]=[C:13]([Cl:16])[CH:14]=[CH:15][C:10]=2[O:9][C:8]2[CH:17]=[CH:18][CH:19]=[CH:20][C:7]1=2.